From a dataset of Reaction yield outcomes from USPTO patents with 853,638 reactions. Predict the reaction yield, written as a fraction of the theoretical maximum amount of product (1.0 means a 100% yield; for example, 0.34 means a 34% yield). (1) The reactants are [C:1]([O:5][C:6]([N:8]1[CH2:13][CH2:12][CH2:11][CH:10]([OH:14])[CH2:9]1)=[O:7])([CH3:4])([CH3:3])[CH3:2].Cl[CH2:16][C:17]1[S:21][C:20]([C:22]2[CH:27]=[CH:26][C:25]([Cl:28])=[CH:24][CH:23]=2)=[N:19][C:18]=1[CH3:29]. No catalyst specified. The product is [C:1]([O:5][C:6]([N:8]1[CH2:13][CH2:12][CH2:11][CH:10]([O:14][CH2:16][C:17]2[S:21][C:20]([C:22]3[CH:27]=[CH:26][C:25]([Cl:28])=[CH:24][CH:23]=3)=[N:19][C:18]=2[CH3:29])[CH2:9]1)=[O:7])([CH3:4])([CH3:2])[CH3:3]. The yield is 0.440. (2) The reactants are Br[C:2]1[CH:7]=[CH:6][C:5]([N:8]2[CH:12]([C:13]3[CH:18]=[CH:17][C:16]([N+:19]([O-:21])=[O:20])=[CH:15][CH:14]=3)[CH2:11][CH2:10][CH:9]2[C:22]2[CH:27]=[CH:26][C:25]([N+:28]([O-:30])=[O:29])=[CH:24][CH:23]=2)=[CH:4][CH:3]=1.CC1(C)C(C)(C)OB([C:39]2[CH:40]=[CH:41][C:42]([N:45]3[CH2:50][CH2:49][O:48][CH2:47][CH2:46]3)=[N:43][CH:44]=2)O1.P([O-])([O-])([O-])=O.[K+].[K+].[K+].CCOC(C)=O. The catalyst is C1COCC1.O.[Pd](Cl)Cl.C(P(C(C)(C)C)[C-]1C=CC=C1)(C)(C)C.[C-]1(P(C(C)(C)C)C(C)(C)C)C=CC=C1.[Fe+2]. The product is [N+:19]([C:16]1[CH:15]=[CH:14][C:13]([CH:12]2[CH2:11][CH2:10][CH:9]([C:22]3[CH:27]=[CH:26][C:25]([N+:28]([O-:30])=[O:29])=[CH:24][CH:23]=3)[N:8]2[C:5]2[CH:4]=[CH:3][C:2]([C:39]3[CH:40]=[CH:41][C:42]([N:45]4[CH2:46][CH2:47][O:48][CH2:49][CH2:50]4)=[N:43][CH:44]=3)=[CH:7][CH:6]=2)=[CH:18][CH:17]=1)([O-:21])=[O:20]. The yield is 0.930.